From a dataset of CYP2C9 inhibition data for predicting drug metabolism from PubChem BioAssay. Regression/Classification. Given a drug SMILES string, predict its absorption, distribution, metabolism, or excretion properties. Task type varies by dataset: regression for continuous measurements (e.g., permeability, clearance, half-life) or binary classification for categorical outcomes (e.g., BBB penetration, CYP inhibition). Dataset: cyp2c9_veith. (1) The drug is Cc1cnc(CNc2nc(-c3ccc(C(=O)N(C)C)cc3)nc3ccccc23)cn1. The result is 0 (non-inhibitor). (2) The drug is COC(=O)COc1cccc(NC(=O)c2ccc(C)cc2)c1. The result is 1 (inhibitor). (3) The drug is O=c1n(-c2ccccc2)c(=O)n2n1CC[C@H]1/C(=N\OCc3ccccc3)[C@H]3O[C@@H]3[C@@H](O)[C@@H]12. The result is 0 (non-inhibitor). (4) The compound is COc1ccc(CNn2c(C)nc3ccccc3c2=O)cc1. The result is 1 (inhibitor). (5) The drug is COc1ccc(CNC(=O)Cc2csc(Nc3nc(=S)[nH]c4ccccc34)n2)cc1. The result is 1 (inhibitor). (6) The molecule is CNCCC=C1c2ccccc2C=Cc2ccccc21. The result is 0 (non-inhibitor). (7) The molecule is N#CC(C#N)=c1s/c(=C/c2cn(-c3ccccc3)nc2-c2cccnc2)c(=O)n1-c1ccccc1F. The result is 1 (inhibitor). (8) The drug is Nc1nc(Br)c2c(F)cccc2c1-c1ccc(Cl)cc1. The result is 1 (inhibitor). (9) The molecule is CC(C)(C)CC(C)(C)c1ccc(O)c(C[N+](C)(C)[O-])c1. The result is 0 (non-inhibitor).